This data is from Reaction yield outcomes from USPTO patents with 853,638 reactions. The task is: Predict the reaction yield, written as a fraction of the theoretical maximum amount of product (1.0 means a 100% yield; for example, 0.34 means a 34% yield). The reactants are [CH3:1][O:2][C:3](=[O:24])[C:4]1[CH:9]=[CH:8][C:7]([NH:10][CH2:11][C:12]2[C:17](C3CCCCC3)=[CH:16][CH:15]=[CH:14][CH:13]=2)=[CH:6][CH:5]=1.[Cl:25][C:26]1[CH:27]=[C:28]([N:33]=[C:34]=[O:35])[CH:29]=[C:30]([Cl:32])[CH:31]=1. The catalyst is C(#N)C. The product is [CH3:1][O:2][C:3](=[O:24])[C:4]1[CH:5]=[CH:6][C:7]([N:10]([CH2:11][C:12]2[CH:13]=[CH:14][C:15]([CH:4]3[CH2:9][CH2:8][CH2:7][CH2:6][CH2:5]3)=[CH:16][CH:17]=2)[C:34]([NH:33][C:28]2[CH:27]=[C:26]([Cl:25])[CH:31]=[C:30]([Cl:32])[CH:29]=2)=[O:35])=[CH:8][CH:9]=1. The yield is 0.620.